This data is from Peptide-MHC class I binding affinity with 185,985 pairs from IEDB/IMGT. The task is: Regression. Given a peptide amino acid sequence and an MHC pseudo amino acid sequence, predict their binding affinity value. This is MHC class I binding data. (1) The peptide sequence is MMQNDYGGM. The MHC is HLA-A02:06 with pseudo-sequence HLA-A02:06. The binding affinity (normalized) is 0.315. (2) The peptide sequence is SQLPPACPV. The MHC is HLA-A02:03 with pseudo-sequence HLA-A02:03. The binding affinity (normalized) is 0.0847. (3) The peptide sequence is TCQGSDDIR. The MHC is HLA-A68:01 with pseudo-sequence HLA-A68:01. The binding affinity (normalized) is 0.114. (4) The peptide sequence is FTWQHNYYL. The MHC is HLA-B46:01 with pseudo-sequence HLA-B46:01. The binding affinity (normalized) is 0.0847. (5) The peptide sequence is PSDFFPSVR. The MHC is Patr-A0301 with pseudo-sequence Patr-A0301. The binding affinity (normalized) is 0.139. (6) The peptide sequence is EEELRKRL. The MHC is Mamu-B01 with pseudo-sequence Mamu-B01. The binding affinity (normalized) is 0. (7) The peptide sequence is GLYSSTVPV. The MHC is HLA-A26:01 with pseudo-sequence HLA-A26:01. The binding affinity (normalized) is 0. (8) The peptide sequence is FGLLNYALV. The MHC is H-2-Db with pseudo-sequence H-2-Db. The binding affinity (normalized) is 0.989.